From a dataset of Human liver microsome stability data. Regression/Classification. Given a drug SMILES string, predict its absorption, distribution, metabolism, or excretion properties. Task type varies by dataset: regression for continuous measurements (e.g., permeability, clearance, half-life) or binary classification for categorical outcomes (e.g., BBB penetration, CYP inhibition). Dataset: hlm. The compound is CC1C(=O)N(C)c2ccc(C(=O)N3CCc4cc(F)ccc43)cc2N1C1CC1. The result is 1 (stable in human liver microsomes).